Dataset: NCI-60 drug combinations with 297,098 pairs across 59 cell lines. Task: Regression. Given two drug SMILES strings and cell line genomic features, predict the synergy score measuring deviation from expected non-interaction effect. Drug 1: CC1=C(C=C(C=C1)C(=O)NC2=CC(=CC(=C2)C(F)(F)F)N3C=C(N=C3)C)NC4=NC=CC(=N4)C5=CN=CC=C5. Drug 2: COC1=C2C(=CC3=C1OC=C3)C=CC(=O)O2. Cell line: ACHN. Synergy scores: CSS=-5.53, Synergy_ZIP=3.71, Synergy_Bliss=0.871, Synergy_Loewe=-4.00, Synergy_HSA=-5.01.